Dataset: Reaction yield outcomes from USPTO patents with 853,638 reactions. Task: Predict the reaction yield, written as a fraction of the theoretical maximum amount of product (1.0 means a 100% yield; for example, 0.34 means a 34% yield). (1) The reactants are [NH:1]1[C:9]2[C:4](=[CH:5][CH:6]=[CH:7][CH:8]=2)[CH:3]=[CH:2]1.[C:10](OC)(=O)C(OC)=O.CC(C)([O-])C.[K+].Cl. The catalyst is CN(C=O)C.O.C(OCC)C. The product is [CH3:10][N:1]1[C:9]2[C:4](=[CH:5][CH:6]=[CH:7][CH:8]=2)[CH:3]=[CH:2]1. The yield is 0.110. (2) The reactants are CC1(C)C(C)(C)OB([C:9]2[CH:17]=[CH:16][CH:15]=[C:14]3[C:10]=2[CH:11]=[CH:12][NH:13]3)O1.Br[C:20]1[CH:25]=[CH:24][CH:23]=[CH:22][C:21]=1[F:26].[OH-].[Na+]. The catalyst is C1COCC1.[Pd].C(OCC)(=O)C. The product is [F:26][C:21]1[CH:22]=[CH:23][CH:24]=[CH:25][C:20]=1[C:9]1[CH:17]=[CH:16][CH:15]=[C:14]2[C:10]=1[CH:11]=[CH:12][NH:13]2. The yield is 0.640. (3) The reactants are [NH2:1][C:2]1[CH:3]=[C:4]([N:8]([C:18]2[CH:23]=[C:22]([NH:24][C:25]3[CH:30]=[CH:29][C:28]([N:31]4[CH2:36][CH2:35][N:34]([CH3:37])[CH2:33][CH2:32]4)=[CH:27][C:26]=3[O:38][CH3:39])[N:21]=[CH:20][N:19]=2)[C:9]([NH:11][C:12]2[CH:17]=[CH:16][CH:15]=[CH:14][CH:13]=2)=[O:10])[CH:5]=[CH:6][CH:7]=1.C([O-])(O)=O.[Na+].[C:45](Cl)(=[O:48])[CH:46]=[CH2:47]. The catalyst is C1COCC1. The product is [CH3:39][O:38][C:26]1[CH:27]=[C:28]([N:31]2[CH2:32][CH2:33][N:34]([CH3:37])[CH2:35][CH2:36]2)[CH:29]=[CH:30][C:25]=1[NH:24][C:22]1[N:21]=[CH:20][N:19]=[C:18]([N:8]([C:4]2[CH:3]=[C:2]([NH:1][C:45](=[O:48])[CH:46]=[CH2:47])[CH:7]=[CH:6][CH:5]=2)[C:9]([NH:11][C:12]2[CH:13]=[CH:14][CH:15]=[CH:16][CH:17]=2)=[O:10])[CH:23]=1. The yield is 0.630.